This data is from Full USPTO retrosynthesis dataset with 1.9M reactions from patents (1976-2016). The task is: Predict the reactants needed to synthesize the given product. Given the product [F:14][C:13]([F:16])([F:15])[C:12]([C:5]1[C:6]2[C:11](=[CH:10][CH:9]=[CH:8][CH:7]=2)[C:2]([C:30]2[S:29][C:28]([C:26](=[O:27])[NH:25][CH2:24][C:23]([OH:22])([CH3:40])[CH3:41])=[N:32][C:31]=2[C:33]([O:35][C:36]([CH3:39])([CH3:38])[CH3:37])=[O:34])=[CH:3][CH:4]=1)([OH:21])[C:17]([F:20])([F:19])[F:18], predict the reactants needed to synthesize it. The reactants are: Br[C:2]1[C:11]2[C:6](=[CH:7][CH:8]=[CH:9][CH:10]=2)[C:5]([C:12]([OH:21])([C:17]([F:20])([F:19])[F:18])[C:13]([F:16])([F:15])[F:14])=[CH:4][CH:3]=1.[OH:22][C:23]([CH3:41])([CH3:40])[CH2:24][NH:25][C:26]([C:28]1[S:29][CH:30]=[C:31]([C:33]([O:35][C:36]([CH3:39])([CH3:38])[CH3:37])=[O:34])[N:32]=1)=[O:27].CC([O-])=O.[K+].C1C=CC(P(C2C=CC=CC=2)C2C=CC=CC=2)=CC=1.